From a dataset of Catalyst prediction with 721,799 reactions and 888 catalyst types from USPTO. Predict which catalyst facilitates the given reaction. (1) Reactant: [F:1][C:2]1[C:3]([C:9]([OH:11])=O)=[N:4][CH:5]=[C:6]([F:8])[CH:7]=1.[F:12][CH:13]1[CH2:16][NH:15][CH2:14]1.C(N(CC)CC)C.CN(C(ON1N=NC2C=CC=NC1=2)=[N+](C)C)C.F[P-](F)(F)(F)(F)F. Product: [F:1][C:2]1[C:3]([C:9]([N:15]2[CH2:16][CH:13]([F:12])[CH2:14]2)=[O:11])=[N:4][CH:5]=[C:6]([F:8])[CH:7]=1. The catalyst class is: 3. (2) Reactant: [CH3:1][O:2][CH2:3][CH2:4][CH2:5][N:6]1[C:11]2[CH:12]=[C:13]([CH2:16][O:17][C@H:18]3[CH2:23][N:22]([S:24]([C:27]4[CH:32]=[CH:31][C:30]([CH3:33])=[CH:29][CH:28]=4)(=[O:26])=[O:25])[C@H:21]([CH2:34][C:35]([CH3:41])([CH3:40])[C:36]([O:38]C)=[O:37])[CH2:20][CH2:19]3)[CH:14]=[CH:15][C:10]=2[O:9][CH2:8][CH2:7]1.[OH-].[Na+]. The catalyst class is: 111. Product: [CH3:1][O:2][CH2:3][CH2:4][CH2:5][N:6]1[C:11]2[CH:12]=[C:13]([CH2:16][O:17][C@H:18]3[CH2:23][N:22]([S:24]([C:27]4[CH:28]=[CH:29][C:30]([CH3:33])=[CH:31][CH:32]=4)(=[O:25])=[O:26])[C@H:21]([CH2:34][C:35]([CH3:41])([CH3:40])[C:36]([OH:38])=[O:37])[CH2:20][CH2:19]3)[CH:14]=[CH:15][C:10]=2[O:9][CH2:8][CH2:7]1. (3) Reactant: O[CH:2]=[C:3]1[C:11]2[C:6](=[CH:7][C:8]([S:12][C:13]3[CH:14]=[C:15]([CH:20]=[CH:21][CH:22]=3)[C:16]([NH:18][CH3:19])=[O:17])=[CH:9][CH:10]=2)[NH:5][C:4]1=[O:23].[CH3:24][N:25]1[CH2:30][CH2:29][N:28]([C:31]2[CH:36]=[CH:35][C:34]([NH2:37])=[CH:33][CH:32]=2)[CH2:27][CH2:26]1. Product: [CH3:19][NH:18][C:16](=[O:17])[C:15]1[CH:20]=[CH:21][CH:22]=[C:13]([S:12][C:8]2[CH:7]=[C:6]3[C:11]([C:3](=[CH:2][NH:37][C:34]4[CH:33]=[CH:32][C:31]([N:28]5[CH2:27][CH2:26][N:25]([CH3:24])[CH2:30][CH2:29]5)=[CH:36][CH:35]=4)[C:4](=[O:23])[NH:5]3)=[CH:10][CH:9]=2)[CH:14]=1. The catalyst class is: 1. (4) Reactant: [CH3:1][C:2]([C:10]1[CH:15]=[CH:14][CH:13]=[C:12]([O:16]CC2C=CC=CC=2)[CH:11]=1)([CH2:8][CH3:9])[CH2:3][C:4]([O:6][CH3:7])=[O:5]. Product: [OH:16][C:12]1[CH:11]=[C:10]([C:2]([CH3:1])([CH2:8][CH3:9])[CH2:3][C:4]([O:6][CH3:7])=[O:5])[CH:15]=[CH:14][CH:13]=1. The catalyst class is: 19.